This data is from Catalyst prediction with 721,799 reactions and 888 catalyst types from USPTO. The task is: Predict which catalyst facilitates the given reaction. (1) Product: [Cl:12][C:13]1[CH:18]=[CH:17][CH:16]=[CH:15][C:14]=1[O:11][CH2:10][CH2:9][CH2:8][C:5]1[CH:4]=[CH:3][C:2]([Br:1])=[CH:7][CH:6]=1. Reactant: [Br:1][C:2]1[CH:7]=[CH:6][C:5]([CH2:8][CH2:9][CH2:10][OH:11])=[CH:4][CH:3]=1.[Cl:12][C:13]1[CH:18]=[CH:17][CH:16]=[CH:15][C:14]=1O.N(C(OC(C)C)=O)=NC(OC(C)C)=O.C(P(CCCC)CCCC)CCC. The catalyst class is: 11. (2) Reactant: [OH:1][C:2]1[C:3]([N+:13]([O-])=O)=[CH:4][CH:5]=[C:6]2[C:10]=1[C:9](=[O:11])[N:8]([CH3:12])[CH2:7]2. Product: [NH2:13][C:3]1[C:2]([OH:1])=[C:10]2[C:6]([CH2:7][N:8]([CH3:12])[C:9]2=[O:11])=[CH:5][CH:4]=1. The catalyst class is: 43. (3) Reactant: [Cl:1][C:2]1[CH:3]=[C:4]2[C:9](=[CH:10][C:11]=1[O:12][C:13]1[CH:18]=[CH:17][C:16]([C:19](=[O:37])[NH:20][C:21]3[N:22]=[N:23][C:24]([C:27]4[CH:32]=[CH:31][C:30]([C:33]([F:36])([F:35])[F:34])=[CH:29][CH:28]=4)=[CH:25][CH:26]=3)=[CH:15][CH:14]=1)[O:8][CH2:7][CH2:6][CH:5]2[C:38]([O:40]CC)=[O:39].[OH-].[Na+]. Product: [Cl:1][C:2]1[CH:3]=[C:4]2[C:9](=[CH:10][C:11]=1[O:12][C:13]1[CH:18]=[CH:17][C:16]([C:19](=[O:37])[NH:20][C:21]3[N:22]=[N:23][C:24]([C:27]4[CH:32]=[CH:31][C:30]([C:33]([F:36])([F:35])[F:34])=[CH:29][CH:28]=4)=[CH:25][CH:26]=3)=[CH:15][CH:14]=1)[O:8][CH2:7][CH2:6][CH:5]2[C:38]([OH:40])=[O:39]. The catalyst class is: 242. (4) Reactant: [OH:1][NH:2][C:3]([NH2:5])=[O:4].[CH3:6][CH:7]([CH3:15])[CH2:8][C:9](=O)[CH2:10][C:11](=O)[CH3:12].[Cl-:16].[NH4+]. Product: [ClH:16].[CH3:12][C:11]1[N:5]=[C:3]([OH:4])[N+:2]([O-:1])=[C:9]([CH2:8][CH:7]([CH3:15])[CH3:6])[CH:10]=1. The catalyst class is: 209.